This data is from Full USPTO retrosynthesis dataset with 1.9M reactions from patents (1976-2016). The task is: Predict the reactants needed to synthesize the given product. Given the product [C:1]([O:5][C:6]([N:8]1[CH2:13][C@H:12]([CH2:14][C:15]2[N:16]([CH3:21])[N:17]=[C:18]([CH3:20])[CH:19]=2)[N:11]([CH2:25][C:26]([N:28]2[C:36]3[C:31](=[N:32][CH:33]=[C:34]([CH2:37][C:38]4[CH:43]=[CH:42][C:41]([F:44])=[CH:40][C:39]=4[F:45])[CH:35]=3)[C:30]([CH3:47])([CH3:46])[CH2:29]2)=[O:27])[CH2:10][C@H:9]1[CH3:22])=[O:7])([CH3:3])([CH3:2])[CH3:4], predict the reactants needed to synthesize it. The reactants are: [C:1]([O:5][C:6]([N:8]1[CH2:13][C@H:12]([CH2:14][C:15]2[N:16]([CH3:21])[N:17]=[C:18]([CH3:20])[CH:19]=2)[NH:11][CH2:10][C@H:9]1[CH3:22])=[O:7])([CH3:4])([CH3:3])[CH3:2].Cl.Cl[CH2:25][C:26]([N:28]1[C:36]2[C:31](=[N:32][CH:33]=[C:34]([CH2:37][C:38]3[CH:43]=[CH:42][C:41]([F:44])=[CH:40][C:39]=3[F:45])[CH:35]=2)[C:30]([CH3:47])([CH3:46])[CH2:29]1)=[O:27].C([O-])([O-])=O.[K+].[K+].